From a dataset of NCI-60 drug combinations with 297,098 pairs across 59 cell lines. Regression. Given two drug SMILES strings and cell line genomic features, predict the synergy score measuring deviation from expected non-interaction effect. (1) Drug 1: CN1C(=O)N2C=NC(=C2N=N1)C(=O)N. Drug 2: CC12CCC3C(C1CCC2OP(=O)(O)O)CCC4=C3C=CC(=C4)OC(=O)N(CCCl)CCCl.[Na+]. Cell line: SR. Synergy scores: CSS=34.3, Synergy_ZIP=-2.29, Synergy_Bliss=2.23, Synergy_Loewe=-11.0, Synergy_HSA=5.23. (2) Drug 1: C(CCl)NC(=O)N(CCCl)N=O. Drug 2: CC1C(C(CC(O1)OC2CC(CC3=C2C(=C4C(=C3O)C(=O)C5=CC=CC=C5C4=O)O)(C(=O)C)O)N)O. Cell line: HS 578T. Synergy scores: CSS=38.1, Synergy_ZIP=-9.68, Synergy_Bliss=-10.0, Synergy_Loewe=-5.96, Synergy_HSA=-5.77.